From a dataset of Reaction yield outcomes from USPTO patents with 853,638 reactions. Predict the reaction yield, written as a fraction of the theoretical maximum amount of product (1.0 means a 100% yield; for example, 0.34 means a 34% yield). (1) The catalyst is CO.O. The reactants are [O:1]=[C:2]1[NH:6][C:5](=[O:7])[CH:4]([CH2:8][C:9]2[CH:21]=[CH:20][C:12]([O:13][CH2:14][C:15]([O:17]CC)=[O:16])=[CH:11][CH:10]=2)[S:3]1.C([O-])([O-])=O.[Na+].[Na+]. The product is [O:1]=[C:2]1[NH:6][C:5](=[O:7])[CH:4]([CH2:8][C:9]2[CH:21]=[CH:20][C:12]([O:13][CH2:14][C:15]([OH:17])=[O:16])=[CH:11][CH:10]=2)[S:3]1. The yield is 0.800. (2) The reactants are [F:1][C:2]1[CH:3]=[C:4]([N+:12]([O-:14])=[O:13])[C:5]([CH3:11])=[C:6]([CH:10]=1)[C:7]([OH:9])=[O:8].O=S(Cl)Cl.[CH3:19]O. No catalyst specified. The product is [F:1][C:2]1[CH:3]=[C:4]([N+:12]([O-:14])=[O:13])[C:5]([CH3:11])=[C:6]([CH:10]=1)[C:7]([O:9][CH3:19])=[O:8]. The yield is 0.250. (3) The reactants are [CH3:1][N:2]([CH2:4][CH:5]([C:14]1([OH:20])[CH2:19][CH2:18][CH2:17][CH2:16][CH2:15]1)[C:6]1[CH:7]=[CH:8][C:9]([O:12][CH3:13])=[CH:10][CH:11]=1)[CH3:3].C(OC(C)C)(=O)C.[ClH:28]. No catalyst specified. The product is [CH3:1][N:2]([CH2:4][CH:5]([C:14]1([OH:20])[CH2:19][CH2:18][CH2:17][CH2:16][CH2:15]1)[C:6]1[CH:7]=[CH:8][C:9]([O:12][CH3:13])=[CH:10][CH:11]=1)[CH3:3].[ClH:28]. The yield is 0.880. (4) The reactants are [NH2:1][C:2]1[C:15]2[C:14](=[O:16])[C:13]([C:17]#[N:18])=[CH:12][N:7]3[C@@H:8]([CH3:11])[CH2:9][O:10][C:5]([C:6]=23)=[C:4](F)[C:3]=1[F:20].[N:21]1([C@H:26]2[CH2:30][CH2:29][C@H:28]([NH2:31])[CH2:27]2)[CH:25]=[CH:24][CH:23]=[N:22]1.C(N(C(C)C)CC)(C)C. The catalyst is CS(C)=O. The product is [NH2:1][C:2]1[C:15]2[C:14](=[O:16])[C:13]([C:17]#[N:18])=[CH:12][N:7]3[C@@H:8]([CH3:11])[CH2:9][O:10][C:5]([C:6]=23)=[C:4]([NH:31][C@H:28]2[CH2:29][CH2:30][C@H:26]([N:21]3[CH:25]=[CH:24][CH:23]=[N:22]3)[CH2:27]2)[C:3]=1[F:20]. The yield is 0.100. (5) The reactants are [CH2:1]([O:8][C:9]1[CH:10]=[C:11]2[C:15](=[CH:16][CH:17]=1)[N:14]([CH2:18][C:19]1[CH:20]=[C:21]([C:25]3[CH:30]=[CH:29][C:28]([F:31])=[C:27]([CH3:32])[CH:26]=3)[CH:22]=[CH:23][CH:24]=1)[CH:13]=[C:12]2[CH2:33][C:34]([O:36]C(C)(C)C)=[O:35])[C:2]1[CH:7]=[CH:6][CH:5]=[CH:4][CH:3]=1.C(O)(C(F)(F)F)=O.C(Cl)Cl. No catalyst specified. The product is [CH2:1]([O:8][C:9]1[CH:10]=[C:11]2[C:15](=[CH:16][CH:17]=1)[N:14]([CH2:18][C:19]1[CH:20]=[C:21]([C:25]3[CH:30]=[CH:29][C:28]([F:31])=[C:27]([CH3:32])[CH:26]=3)[CH:22]=[CH:23][CH:24]=1)[CH:13]=[C:12]2[CH2:33][C:34]([OH:36])=[O:35])[C:2]1[CH:3]=[CH:4][CH:5]=[CH:6][CH:7]=1. The yield is 0.730. (6) The product is [C:1]1(=[C:8]([C:9]2[CH:14]=[CH:13][C:12]([OH:15])=[CH:11][CH:10]=2)[C:16]2[CH:21]=[CH:20][C:19]([O:22][CH2:30][CH2:31][CH2:32][C:33]([O:35][CH2:36][CH3:37])=[O:34])=[CH:18][CH:17]=2)[CH2:2][CH2:3][CH2:4][CH2:5][CH2:6][CH2:7]1. The yield is 0.330. The catalyst is CC(C)=O. The reactants are [C:1]1(=[C:8]([C:16]2[CH:21]=[CH:20][C:19]([OH:22])=[CH:18][CH:17]=2)[C:9]2[CH:14]=[CH:13][C:12]([OH:15])=[CH:11][CH:10]=2)[CH2:7][CH2:6][CH2:5][CH2:4][CH2:3][CH2:2]1.C([O-])([O-])=O.[K+].[K+].Br[CH2:30][CH2:31][CH2:32][C:33]([O:35][CH2:36][CH3:37])=[O:34]. (7) The reactants are [CH3:1][O:2][C:3]1[CH:4]=[C:5]([NH:11][C:12]([NH:14]C(=O)C2C=CC(F)=CC=2)=[S:13])[CH:6]=[C:7]([O:9][CH3:10])[CH:8]=1.Cl. The catalyst is [OH-].[Na+]. The product is [CH3:1][O:2][C:3]1[CH:4]=[C:5]([NH:11][C:12]([NH2:14])=[S:13])[CH:6]=[C:7]([O:9][CH3:10])[CH:8]=1. The yield is 0.750. (8) The reactants are Br[C:2]1[CH:7]=[CH:6][C:5]([C:8]2[CH:13]=[CH:12][C:11]([Br:14])=[CH:10][CH:9]=2)=[CH:4][CH:3]=1.[C:15]1([NH:25][C:26]2[CH:31]=[CH:30][CH:29]=[CH:28][CH:27]=2)[C:24]2[C:19](=[CH:20][CH:21]=[CH:22][CH:23]=2)[CH:18]=[CH:17][CH:16]=1.CC(C)([O-])C.[Na+]. The catalyst is C1(C)C=CC=CC=1.CC([O-])=O.CC([O-])=O.[Pd+2].C1C=CC(P(C2C=CC=CC=2)[C-]2C=CC=C2)=CC=1.C1C=CC(P(C2C=CC=CC=2)[C-]2C=CC=C2)=CC=1.[Fe+2]. The product is [Br:14][C:11]1[CH:12]=[CH:13][C:8]([C:5]2[CH:6]=[CH:7][C:2]([N:25]([C:15]3[C:24]4[C:19](=[CH:20][CH:21]=[CH:22][CH:23]=4)[CH:18]=[CH:17][CH:16]=3)[C:26]3[CH:31]=[CH:30][CH:29]=[CH:28][CH:27]=3)=[CH:3][CH:4]=2)=[CH:9][CH:10]=1. The yield is 0.700. (9) The reactants are [OH:1][N:2]1C2C=CC=CC=2N=N1.Cl.C(N=C=NCCCN(C)C)C.[CH2:23]([O:27][C:28]1[CH:33]=[CH:32][C:31]([S:34]([NH:37][CH2:38][C@H:39]([N:43]2[CH2:48][CH2:47][N:46]([S:49]([CH3:52])(=[O:51])=[O:50])[CH2:45][CH2:44]2)[C:40]([OH:42])=O)(=[O:36])=[O:35])=[CH:30][CH:29]=1)[C:24]#[C:25][CH3:26].C(O)(=O)CC(CC(O)=O)(C(O)=O)O.C(=O)([O-])O.[Na+]. The catalyst is CN(C)C=O.O. The product is [CH2:23]([O:27][C:28]1[CH:33]=[CH:32][C:31]([S:34]([NH:37][CH2:38][C@H:39]([N:43]2[CH2:48][CH2:47][N:46]([S:49]([CH3:52])(=[O:51])=[O:50])[CH2:45][CH2:44]2)[C:40]([NH:2][OH:1])=[O:42])(=[O:35])=[O:36])=[CH:30][CH:29]=1)[C:24]#[C:25][CH3:26]. The yield is 0.230. (10) The reactants are [Br:1][C:2]1[C:3]([F:11])=[C:4]2[CH:10]=[CH:9][NH:8][C:5]2=[N:6][CH:7]=1.[N+:12]([O-])([OH:14])=[O:13]. The catalyst is O. The product is [Br:1][C:2]1[C:3]([F:11])=[C:4]2[C:10]([N+:12]([O-:14])=[O:13])=[CH:9][NH:8][C:5]2=[N:6][CH:7]=1. The yield is 0.868.